Dataset: Reaction yield outcomes from USPTO patents with 853,638 reactions. Task: Predict the reaction yield, written as a fraction of the theoretical maximum amount of product (1.0 means a 100% yield; for example, 0.34 means a 34% yield). The reactants are C(NC(C)C)(C)C.C([Li])CCC.[F:13][C:14]1[CH:15]=[C:16]2[C:26]3[C:21](=[CH:22][N:23]=[C:24]([C:27]4[CH:28]=[N:29][CH:30]=[CH:31][CH:32]=4)[CH:25]=3)[N:20]([S:33]([C:36]3[CH:41]=[CH:40][C:39]([CH3:42])=[CH:38][CH:37]=3)(=[O:35])=[O:34])[C:17]2=[N:18][CH:19]=1.C1(C)C(S([Cl:52])(=O)=O)=CC=CC=1.[Cl-].[NH4+]. The catalyst is C1COCC1.O. The product is [F:13][C:14]1[C:15]([Cl:52])=[C:16]2[C:26]3[C:21](=[CH:22][N:23]=[C:24]([C:27]4[CH:28]=[N:29][CH:30]=[CH:31][CH:32]=4)[CH:25]=3)[N:20]([S:33]([C:36]3[CH:37]=[CH:38][C:39]([CH3:42])=[CH:40][CH:41]=3)(=[O:35])=[O:34])[C:17]2=[N:18][CH:19]=1. The yield is 0.350.